This data is from Full USPTO retrosynthesis dataset with 1.9M reactions from patents (1976-2016). The task is: Predict the reactants needed to synthesize the given product. Given the product [CH:1]1([C@H:7]([NH:12][C:13]([C:15]2[O:16][C:17]([C:20]3[CH:29]=[CH:28][C:23]4[N:24]=[C:25]([NH:27][C:30](=[O:32])[CH3:31])[NH:26][C:22]=4[CH:21]=3)=[CH:18][CH:19]=2)=[O:14])[C:8](=[O:11])[NH:9][CH3:10])[CH2:6][CH2:5][CH2:4][CH2:3][CH2:2]1, predict the reactants needed to synthesize it. The reactants are: [CH:1]1([C@H:7]([NH:12][C:13]([C:15]2[O:16][C:17]([C:20]3[CH:29]=[CH:28][C:23]4[N:24]=[C:25]([NH2:27])[NH:26][C:22]=4[CH:21]=3)=[CH:18][CH:19]=2)=[O:14])[C:8](=[O:11])[NH:9][CH3:10])[CH2:6][CH2:5][CH2:4][CH2:3][CH2:2]1.[C:30](OC(=O)C)(=[O:32])[CH3:31].